This data is from Catalyst prediction with 721,799 reactions and 888 catalyst types from USPTO. The task is: Predict which catalyst facilitates the given reaction. (1) Reactant: [F:1][C:2]([F:15])([F:14])[C:3]([NH:6][CH:7]=[C:8]([CH2:11][C:12]#[N:13])[C:9]#[N:10])([CH3:5])[CH3:4].[OH-].[K+]. Product: [NH2:13][C:12]1[N:6]([C:3]([CH3:5])([CH3:4])[C:2]([F:14])([F:15])[F:1])[CH:7]=[C:8]([C:9]#[N:10])[CH:11]=1. The catalyst class is: 88. (2) Reactant: [C:1](Cl)(=O)C.C(OC([N:12]1[CH2:16][CH2:15][C@H:14]([NH:17][C:18]2[N:23]=[C:22]([C:24]3[CH:29]=[CH:28][N:27]=[C:26]([NH:30][CH:31]4[CH2:36][CH2:35][CH2:34][CH2:33][CH2:32]4)[CH:25]=3)[CH:21]=[C:20]([C:37]([OH:39])=[O:38])[CH:19]=2)[CH2:13]1)=O)(C)(C)C. Product: [CH3:1][O:39][C:37]([C:20]1[CH:19]=[C:18]([NH:17][C@H:14]2[CH2:15][CH2:16][NH:12][CH2:13]2)[N:23]=[C:22]([C:24]2[CH:29]=[CH:28][N:27]=[C:26]([NH:30][CH:31]3[CH2:36][CH2:35][CH2:34][CH2:33][CH2:32]3)[CH:25]=2)[CH:21]=1)=[O:38]. The catalyst class is: 5. (3) Reactant: [Br:1][C:2]1[CH:7]=[CH:6][C:5]([NH:8][C:9]([NH:11][NH:12][C:13](=O)[CH2:14][C@@H:15]2[CH2:19][CH2:18][N:17]([C:20]([O:22]C(C)(C)C)=O)[CH2:16]2)=[O:10])=[C:4]([F:28])[CH:3]=1.C(=O)([O-])[O-].[K+].[K+].[CH:35]1(C(Cl)=O)[CH2:37][CH2:36]1. Product: [Br:1][C:2]1[CH:7]=[CH:6][C:5]([N:8]2[C:13]([CH2:14][C@@H:15]3[CH2:19][CH2:18][N:17]([C:20]([CH:35]4[CH2:37][CH2:36]4)=[O:22])[CH2:16]3)=[N:12][NH:11][C:9]2=[O:10])=[C:4]([F:28])[CH:3]=1. The catalyst class is: 229. (4) Reactant: C([N:20]1[CH:28]=[N:27][C:26]2[C:21]1=[N:22][CH:23]=[N:24][C:25]=2[NH:29]C(=O)OC(C)(C)C)(C1C=CC=CC=1)(C1C=CC=CC=1)C1C=CC=CC=1.[H-].[Na+].Br.Br[CH:41]([C:43]1[O:44][C:45](=[O:65])[C:46]2[C:51]([C:52]=1[C:53]1[S:54][C:55]([CH2:58][N:59]3[CH2:64][CH2:63][O:62][CH2:61][CH2:60]3)=[CH:56][CH:57]=1)=[CH:50][CH:49]=[CH:48][CH:47]=2)[CH3:42]. Product: [N:24]1[C:25]([NH:29][CH:41]([C:43]2[O:44][C:45](=[O:65])[C:46]3[C:51]([C:52]=2[C:53]2[S:54][C:55]([CH2:58][N:59]4[CH2:60][CH2:61][O:62][CH2:63][CH2:64]4)=[CH:56][CH:57]=2)=[CH:50][CH:49]=[CH:48][CH:47]=3)[CH3:42])=[C:26]2[C:21]([NH:20][CH:28]=[N:27]2)=[N:22][CH:23]=1. The catalyst class is: 391. (5) Reactant: [CH2:1]([N:8]1[C:13](=[O:14])[C:12]2[C:15]([CH3:18])=[N:16][S:17][C:11]=2[N:10]=[C:9]1[CH2:19][CH:20]([CH3:22])[CH3:21])[C:2]1[CH:7]=[CH:6][CH:5]=[CH:4][CH:3]=1.C([O-])(=O)C.[Na+].[Br:28]Br.CCOC(C)=O. Product: [CH2:1]([N:8]1[C:13](=[O:14])[C:12]2[C:15]([CH3:18])=[N:16][S:17][C:11]=2[N:10]=[C:9]1[CH:19]([Br:28])[CH:20]([CH3:22])[CH3:21])[C:2]1[CH:3]=[CH:4][CH:5]=[CH:6][CH:7]=1. The catalyst class is: 15. (6) Reactant: [OH:1][C@H:2]1[CH2:7][CH2:6][C@H:5]([NH:8][C:9]([C@H:11]2[CH2:16][CH2:15][CH2:14][N:13]([S:17]([C:20]3[CH:25]=[CH:24][CH:23]=[CH:22][CH:21]=3)(=[O:19])=[O:18])[CH2:12]2)=[O:10])[CH2:4][CH2:3]1.[N:26]1[CH:31]=[CH:30][C:29](O)=[CH:28][CH:27]=1.C1(P(C2C=CC=CC=2)C2C=CC=CC=2)C=CC=CC=1.N(C(OCC)=O)=NC(OCC)=O. Product: [C:20]1([S:17]([N:13]2[CH2:14][CH2:15][CH2:16][C@H:11]([C:9]([NH:8][CH:5]3[CH2:6][CH2:7][CH:2]([O:1][C:29]4[CH:30]=[CH:31][N:26]=[CH:27][CH:28]=4)[CH2:3][CH2:4]3)=[O:10])[CH2:12]2)(=[O:19])=[O:18])[CH:21]=[CH:22][CH:23]=[CH:24][CH:25]=1. The catalyst class is: 7.